From a dataset of Full USPTO retrosynthesis dataset with 1.9M reactions from patents (1976-2016). Predict the reactants needed to synthesize the given product. (1) Given the product [Br:14][C:15]1[CH:16]=[C:17]([CH:33]=[CH:34][CH:35]=1)[CH2:18][N:19]1[C:27]2[C:26](=[O:28])[N:25]([CH3:29])[C:24](=[O:30])[N:23]([CH3:31])[C:22]=2[N:21]=[C:20]1[CH:4]([C:5]([O:7][CH2:8][CH3:9])=[O:6])[C:3]([O:11][CH2:12][CH3:13])=[O:10], predict the reactants needed to synthesize it. The reactants are: [H-].[Na+].[C:3]([O:11][CH2:12][CH3:13])(=[O:10])[CH2:4][C:5]([O:7][CH2:8][CH3:9])=[O:6].[Br:14][C:15]1[CH:16]=[C:17]([CH:33]=[CH:34][CH:35]=1)[CH2:18][N:19]1[C:27]2[C:26](=[O:28])[N:25]([CH3:29])[C:24](=[O:30])[N:23]([CH3:31])[C:22]=2[N:21]=[C:20]1Cl. (2) Given the product [CH:25]([C:22]1[S:21][C:20]([NH:19][C:2]2[CH:7]=[CH:6][C:5]([S:8]([NH:11][CH2:12][CH2:13][N:14]3[CH2:18][CH2:17][CH2:16][CH2:15]3)(=[O:10])=[O:9])=[CH:4][CH:3]=2)=[N:24][CH:23]=1)=[O:26], predict the reactants needed to synthesize it. The reactants are: Br[C:2]1[CH:7]=[CH:6][C:5]([S:8]([NH:11][CH2:12][CH2:13][N:14]2[CH2:18][CH2:17][CH2:16][CH2:15]2)(=[O:10])=[O:9])=[CH:4][CH:3]=1.[NH2:19][C:20]1[S:21][C:22]([CH:25]=[O:26])=[CH:23][N:24]=1.C([O-])([O-])=O.[Cs+].[Cs+].C1(P(C2C=CC=CC=2)C2C3OC4C(=CC=CC=4P(C4C=CC=CC=4)C4C=CC=CC=4)C(C)(C)C=3C=CC=2)C=CC=CC=1. (3) Given the product [ClH:1].[Cl:1][C:2]1[C:7](=[O:8])[N:6]([CH2:9][C:10]([NH:12][CH2:13][C:14]2[CH:15]=[CH:16][N:17]=[CH:18][CH:19]=2)=[O:11])[N:5]=[C:4]([OH:20])[C:3]=1[NH:29][C@@H:30]1[CH2:35][C@@H:34]2[CH2:36][C@@H:32]([C:33]2([CH3:38])[CH3:37])[C@H:31]1[CH3:39], predict the reactants needed to synthesize it. The reactants are: [Cl:1][C:2]1[C:7](=[O:8])[N:6]([CH2:9][C:10]([NH:12][CH2:13][C:14]2[CH:19]=[CH:18][N:17]=[CH:16][CH:15]=2)=[O:11])[N:5]=[C:4]([O:20]COCC[Si](C)(C)C)[C:3]=1[NH:29][C@@H:30]1[CH2:35][C@@H:34]2[CH2:36][C@@H:32]([C:33]2([CH3:38])[CH3:37])[C@H:31]1[CH3:39].Cl.CO. (4) Given the product [CH3:17][N:14]1[CH2:15][CH2:16][C:4]2[N:3]([C:1]#[C:2][C:19]3[CH:24]=[N:23][C:22]([CH3:25])=[CH:21][CH:20]=3)[C:11]3[CH:10]=[CH:9][C:8]([CH3:12])=[CH:7][C:6]=3[C:5]=2[CH2:13]1, predict the reactants needed to synthesize it. The reactants are: [C:1]([N:3]1[C:11]2[CH:10]=[CH:9][C:8]([CH3:12])=[CH:7][C:6]=2[C:5]2[CH2:13][N:14]([CH3:17])[CH2:15][CH2:16][C:4]1=2)#[CH:2].Br[C:19]1[CH:20]=[CH:21][C:22]([CH3:25])=[N:23][CH:24]=1.CCCC[N+](CCCC)(CCCC)CCCC.[F-]. (5) Given the product [CH:22]([N:4]1[C:3](=[O:8])[C:2]([CH3:1])([C:9]2[CH:10]=[CH:11][CH:12]=[CH:13][CH:14]=2)[NH:6][C:5]1=[O:7])([CH3:24])[CH3:23], predict the reactants needed to synthesize it. The reactants are: [CH3:1][C:2]1([C:9]2[CH:14]=[CH:13][CH:12]=[CH:11][CH:10]=2)[NH:6][C:5](=[O:7])[NH:4][C:3]1=[O:8].C(=O)([O-])[O-].[K+].[K+].I[CH:22]([CH3:24])[CH3:23].